This data is from Reaction yield outcomes from USPTO patents with 853,638 reactions. The task is: Predict the reaction yield, written as a fraction of the theoretical maximum amount of product (1.0 means a 100% yield; for example, 0.34 means a 34% yield). The reactants are [Cl:1][C:2]1[N:3]=[C:4](Cl)[C:5]2[CH2:10][CH2:9][CH:8]([C:11]3[CH:16]=[CH:15][C:14]([F:17])=[C:13]([F:18])[CH:12]=3)[C:6]=2[N:7]=1.[CH3:20][NH:21][CH3:22]. The catalyst is CO. The product is [Cl:1][C:2]1[N:3]=[C:4]([N:21]([CH3:22])[CH3:20])[C:5]2[CH2:10][CH2:9][CH:8]([C:11]3[CH:16]=[CH:15][C:14]([F:17])=[C:13]([F:18])[CH:12]=3)[C:6]=2[N:7]=1. The yield is 0.318.